From a dataset of Full USPTO retrosynthesis dataset with 1.9M reactions from patents (1976-2016). Predict the reactants needed to synthesize the given product. (1) The reactants are: Br[CH2:2][CH:3]([C:5]1[CH:10]=[CH:9][C:8]([Cl:11])=[C:7]([Cl:12])[CH:6]=1)[OH:4].[CH:13]([NH2:16])([CH3:15])[CH3:14]. Given the product [CH:13]([NH:16][CH2:2][CH:3]([C:5]1[CH:10]=[CH:9][C:8]([Cl:11])=[C:7]([Cl:12])[CH:6]=1)[OH:4])([CH3:15])[CH3:14], predict the reactants needed to synthesize it. (2) Given the product [CH2:1]([O:3][C:4](=[O:29])[CH2:5][C:6]1[CH:11]=[CH:10][C:9]([O:12][CH3:13])=[C:8]([O:14][C:15]2[CH:20]=[CH:19][C:18]([NH:21][C:35](=[O:36])[C:34]3[CH:38]=[CH:39][C:31]([Cl:30])=[CH:32][CH:33]=3)=[CH:17][C:16]=2[CH2:22][N:23]2[CH2:27][CH2:26][O:25][C:24]2=[O:28])[CH:7]=1)[CH3:2], predict the reactants needed to synthesize it. The reactants are: [CH2:1]([O:3][C:4](=[O:29])[CH2:5][C:6]1[CH:11]=[CH:10][C:9]([O:12][CH3:13])=[C:8]([O:14][C:15]2[CH:20]=[CH:19][C:18]([NH2:21])=[CH:17][C:16]=2[CH2:22][N:23]2[CH2:27][CH2:26][O:25][C:24]2=[O:28])[CH:7]=1)[CH3:2].[Cl:30][C:31]1[CH:39]=[CH:38][C:34]([C:35](Cl)=[O:36])=[CH:33][CH:32]=1.C(N(CC)CC)C. (3) Given the product [ClH:25].[N+:21]([C:8]1[CH:9]=[C:10]([CH2:13][N:15]2[CH2:20][CH2:19][CH2:18][CH2:17][CH2:16]2)[CH:11]=[CH:12][C:7]=1[C:6]([OH:24])=[O:5])([O-:23])=[O:22], predict the reactants needed to synthesize it. The reactants are: C([O:5][C:6](=[O:24])[C:7]1[CH:12]=[CH:11][C:10]([C:13]([N:15]2[CH2:20][CH2:19][CH2:18][CH2:17][CH2:16]2)=O)=[CH:9][C:8]=1[N+:21]([O-:23])=[O:22])(C)(C)C.[ClH:25].C([O-])([O-])=O.[K+].[K+]. (4) Given the product [CH3:1][O:2][C:3]1[C:8]2[S:9][C:10]([C:12]([F:15])([F:14])[F:13])=[CH:11][C:7]=2[C:6]([C:16]2[C:17]([CH3:23])([CH3:22])[C:18](=[O:19])[NH:27][N:26]=2)=[CH:5][CH:4]=1, predict the reactants needed to synthesize it. The reactants are: [CH3:1][O:2][C:3]1[C:8]2[S:9][C:10]([C:12]([F:15])([F:14])[F:13])=[CH:11][C:7]=2[C:6]([C:16](=O)[C:17]([CH3:23])([CH3:22])[C:18](OC)=[O:19])=[CH:5][CH:4]=1.O.[NH2:26][NH2:27]. (5) Given the product [O:10]1[C:7]2([CH2:6][CH2:5][C:4]3([O:3][CH2:2][CH2:1][O:11]3)[CH2:9][CH2:8]2)[CH2:13]1, predict the reactants needed to synthesize it. The reactants are: [CH2:1]1[O:11][C:4]2([CH2:9][CH2:8][C:7](=[O:10])[CH2:6][CH2:5]2)[O:3][CH2:2]1.[I-].[CH3:13][S+](C)(C)=O.CC(C)([O-])C.[K+]. (6) Given the product [Br:1][C:2]1[N:7]=[C:6]2[N:8]([CH:9]3[CH2:10][CH2:11]3)[C:13](=[O:14])[NH:12][C:5]2=[N:4][CH:3]=1, predict the reactants needed to synthesize it. The reactants are: [Br:1][C:2]1[N:7]=[C:6]([NH:8][CH:9]2[CH2:11][CH2:10]2)[C:5]([NH2:12])=[N:4][CH:3]=1.[C:13](N1C=CN=C1)(N1C=CN=C1)=[O:14]. (7) Given the product [I:1][C:2]1[CH:3]=[CH:4][C:5]2[O:10][CH2:9][C:8](=[O:11])[N:7]([CH2:19][C:18]3[CH:21]=[CH:22][C:15]([O:14][CH3:13])=[CH:16][CH:17]=3)[C:6]=2[CH:12]=1, predict the reactants needed to synthesize it. The reactants are: [I:1][C:2]1[CH:3]=[CH:4][C:5]2[O:10][CH2:9][C:8](=[O:11])[NH:7][C:6]=2[CH:12]=1.[CH3:13][O:14][C:15]1[CH:22]=[CH:21][C:18]([CH2:19]Cl)=[CH:17][CH:16]=1.C([O-])([O-])=O.[Cs+].[Cs+]. (8) The reactants are: [H-].[H-].[H-].[H-].[Li+].[Al+3].[CH:7]1[C:16]2[CH2:15][CH2:14][CH2:13][CH2:12][C:11]=2[CH:10]=[CH:9][C:8]=1[C:17](O)=[O:18].O.[OH-].[K+]. Given the product [CH2:12]1[C:11]2[C:16](=[CH:7][C:8]([CH2:17][OH:18])=[CH:9][CH:10]=2)[CH2:15][CH2:14][CH2:13]1, predict the reactants needed to synthesize it. (9) Given the product [NH:3]1[C:4]2[C:9](=[CH:8][CH:7]=[C:6]([C:17]([O:19][C:20]([CH3:21])([CH3:22])[CH:23]([CH:4]3[CH2:9][CH2:8][CH2:7][CH2:6][CH2:5]3)[C:35]3[CH:36]=[CH:37][C:38]([O:40][CH3:41])=[CH:39][C:34]=3[CH:32]=[O:33])=[O:18])[CH:5]=2)[CH:10]=[CH:2]1, predict the reactants needed to synthesize it. The reactants are: Br[C:2]1[NH:3][C:4]2[C:9]([C:10]=1C1CCCCC1)=[CH:8][CH:7]=[C:6]([C:17]([O:19][C:20]([CH3:23])([CH3:22])[CH3:21])=[O:18])[CH:5]=2.[Li+].[Cl-].C(=O)([O-])[O-].[Na+].[Na+].[CH:32]([C:34]1[CH:39]=[C:38]([O:40][CH3:41])[CH:37]=[CH:36][C:35]=1B(O)O)=[O:33].